Predict the product of the given reaction. From a dataset of Forward reaction prediction with 1.9M reactions from USPTO patents (1976-2016). (1) Given the reactants C(=O)(OC(C)(C)C)N.[NH2:9][C@H:10]([CH2:35][C:36]1[CH:41]=[CH:40][CH:39]=[CH:38][CH:37]=1)[CH2:11][C:12]([N:14]1[CH2:34][CH2:33][CH2:32][C@H:15]1[C:16]([NH:18][CH2:19][C:20]1[CH:30]=[C:29]([Cl:31])[CH:28]=[CH:27][C:21]=1[O:22][CH2:23][C:24]([OH:26])=O)=[O:17])=[O:13].[CH:42]1([NH2:45])[CH2:44][CH2:43]1, predict the reaction product. The product is: [NH2:9][C@H:10]([CH2:35][C:36]1[CH:41]=[CH:40][CH:39]=[CH:38][CH:37]=1)[CH2:11][C:12]([N:14]1[CH2:34][CH2:33][CH2:32][C@H:15]1[C:16]([NH:18][CH2:19][C:20]1[CH:30]=[C:29]([Cl:31])[CH:28]=[CH:27][C:21]=1[O:22][CH2:23][C:24]([NH:45][CH:42]1[CH2:44][CH2:43]1)=[O:26])=[O:17])=[O:13]. (2) Given the reactants [NH2:1][C:2]1[CH:7]=[CH:6][CH:5]=[CH:4][N:3]=1.[CH:8]1([CH2:13][CH:14]([C:18]2[CH:23]=[CH:22][C:21]([C:24]3[C:33]4[C:28](=[CH:29][CH:30]=[CH:31][CH:32]=4)[CH:27]=[CH:26][CH:25]=3)=[CH:20][CH:19]=2)[C:15](O)=[O:16])[CH2:12][CH2:11][CH2:10][CH2:9]1.C1(P(C2C=CC=CC=2)C2C=CC=CC=2)C=CC=CC=1.C(N(CC)CC)C, predict the reaction product. The product is: [CH:8]1([CH2:13][CH:14]([C:18]2[CH:23]=[CH:22][C:21]([C:24]3[C:33]4[C:28](=[CH:29][CH:30]=[CH:31][CH:32]=4)[CH:27]=[CH:26][CH:25]=3)=[CH:20][CH:19]=2)[C:15]([NH:1][C:2]2[CH:7]=[CH:6][CH:5]=[CH:4][N:3]=2)=[O:16])[CH2:12][CH2:11][CH2:10][CH2:9]1. (3) The product is: [F:1][C:2]1[CH:3]=[C:4]([NH:20][C:31]([NH:30][C:28](=[O:29])[CH2:27][C:21]2[CH:22]=[CH:23][CH:24]=[CH:25][CH:26]=2)=[S:32])[CH:5]=[CH:6][C:7]=1[O:8][C:9]1[C:10]2[S:17][C:16]([S:18][CH3:19])=[CH:15][C:11]=2[N:12]=[CH:13][N:14]=1. Given the reactants [F:1][C:2]1[CH:3]=[C:4]([NH2:20])[CH:5]=[CH:6][C:7]=1[O:8][C:9]1[C:10]2[S:17][C:16]([S:18][CH3:19])=[CH:15][C:11]=2[N:12]=[CH:13][N:14]=1.[C:21]1([CH2:27][C:28]([N:30]=[C:31]=[S:32])=[O:29])[CH:26]=[CH:25][CH:24]=[CH:23][CH:22]=1, predict the reaction product. (4) Given the reactants C(OO)(=[O:3])C.OO.C(OC(=O)C)(=O)C.[Cl:15][CH2:16][CH2:17][N:18]([CH2:44][CH2:45][Cl:46])[C:19]1[CH:20]=[CH:21][C:22]([CH3:43])=[C:23]([CH2:25][C@@H:26]([NH:35][C:36]([O:38][C:39]([CH3:42])([CH3:41])[CH3:40])=[O:37])[CH2:27][C:28]([O:30][C:31]([CH3:34])([CH3:33])[CH3:32])=[O:29])[CH:24]=1, predict the reaction product. The product is: [C:31]([O:30][C:28](=[O:29])[CH2:27][C@H:26]([NH:35][C:36]([O:38][C:39]([CH3:40])([CH3:42])[CH3:41])=[O:37])[CH2:25][C:23]1[CH:24]=[C:19]([N+:18]([O-:3])([CH2:44][CH2:45][Cl:46])[CH2:17][CH2:16][Cl:15])[CH:20]=[CH:21][C:22]=1[CH3:43])([CH3:34])([CH3:33])[CH3:32]. (5) Given the reactants [CH2:1]([C@H:3]1[C@@H:7]([C:8]2[N:12]3[C:13]4[CH:19]=[CH:18][N:17](S(C5C=CC(C)=CC=5)(=O)=O)[C:14]=4[N:15]=[CH:16][C:11]3=[N:10][N:9]=2)[CH2:6][C@@H:5]([CH2:30][CH2:31][C:32]#[N:33])[CH2:4]1)[CH3:2].[OH-].[Na+].O.P(=O)(O)(O)O, predict the reaction product. The product is: [CH2:1]([C@H:3]1[C@@H:7]([C:8]2[N:12]3[C:13]4[CH:19]=[CH:18][NH:17][C:14]=4[N:15]=[CH:16][C:11]3=[N:10][N:9]=2)[CH2:6][C@@H:5]([CH2:30][CH2:31][C:32]#[N:33])[CH2:4]1)[CH3:2]. (6) Given the reactants [CH:1]1([CH2:4][O:5][C:6]2[CH:11]=[C:10]([F:12])[C:9]([CH3:13])=[CH:8][C:7]=2[C:14]2[C:15]3[NH:22][C:21]([CH3:23])=[C:20]([C:24]([O:26][CH2:27][CH3:28])=[O:25])[C:16]=3[N:17]=[CH:18][N:19]=2)[CH2:3][CH2:2]1.Cl[CH2:30][O:31][CH2:32][CH2:33][Si:34]([CH3:37])([CH3:36])[CH3:35], predict the reaction product. The product is: [CH:1]1([CH2:4][O:5][C:6]2[CH:11]=[C:10]([F:12])[C:9]([CH3:13])=[CH:8][C:7]=2[C:14]2[C:15]3[N:22]([CH2:30][O:31][CH2:32][CH2:33][Si:34]([CH3:37])([CH3:36])[CH3:35])[C:21]([CH3:23])=[C:20]([C:24]([O:26][CH2:27][CH3:28])=[O:25])[C:16]=3[N:17]=[CH:18][N:19]=2)[CH2:3][CH2:2]1. (7) Given the reactants [Cl:1][C:2]1[CH:3]=[CH:4][C:5]2[N:6]=[CH:7][N:8]=[C:9](OC3CCOCC3)[C:10]=2[N:11]=1.[CH:19]1([NH2:24])[CH2:23][CH2:22][CH2:21][CH2:20]1.CC(C)([O-])C.[Na+], predict the reaction product. The product is: [Cl:1][C:2]1[CH:3]=[CH:4][C:5]2[N:6]=[CH:7][N:8]=[C:9]([NH:24][CH:19]3[CH2:23][CH2:22][CH2:21][CH2:20]3)[C:10]=2[N:11]=1. (8) Given the reactants [F:1][C:2]([F:21])([F:20])[C:3]1[CH:4]=[CH:5][CH:6]=[C:7]2[C:12]=1[N:11]=[CH:10][N:9]=[C:8]2[C:13]1[CH:14]=[C:15]([OH:19])[CH:16]=[CH:17][CH:18]=1.Br[CH2:23][C:24]1[CH:29]=[CH:28][C:27]([CH2:30][C:31](OCC)=O)=[CH:26][CH:25]=1.[C:36](=[O:39])([O-])[O-:37].[Cs+].[Cs+].Cl[CH2:43]Cl, predict the reaction product. The product is: [CH3:43][C:30]([C:27]1[CH:26]=[CH:25][C:24]([CH2:23][O:19][C:15]2[CH:16]=[CH:17][CH:18]=[C:13]([C:8]3[C:7]4[C:12](=[C:3]([C:2]([F:1])([F:20])[F:21])[CH:4]=[CH:5][CH:6]=4)[N:11]=[CH:10][N:9]=3)[CH:14]=2)=[CH:29][CH:28]=1)([CH3:31])[C:36]([OH:37])=[O:39]. (9) Given the reactants [F:1][C:2]([F:14])([F:13])[C:3]1[CH:12]=[CH:11][C:6]([CH2:7][N:8]=[C:9]=[O:10])=[CH:5][CH:4]=1.[NH:15]1[C:23]2[C:18](=[CH:19][C:20]([NH2:24])=[CH:21][CH:22]=2)[CH:17]=[N:16]1, predict the reaction product. The product is: [NH:15]1[C:23]2[C:18](=[CH:19][C:20]([NH:24][C:9]([NH:8][CH2:7][C:6]3[CH:11]=[CH:12][C:3]([C:2]([F:13])([F:14])[F:1])=[CH:4][CH:5]=3)=[O:10])=[CH:21][CH:22]=2)[CH:17]=[N:16]1.